This data is from Reaction yield outcomes from USPTO patents with 853,638 reactions. The task is: Predict the reaction yield, written as a fraction of the theoretical maximum amount of product (1.0 means a 100% yield; for example, 0.34 means a 34% yield). (1) The reactants are [CH3:1][C:2]1[O:6][N:5]=[C:4]([C:7]2[CH:12]=[CH:11][CH:10]=[CH:9][CH:8]=2)[C:3]=1[C:13]1[O:17][C:16]([C:18]2[CH:23]=[CH:22][C:21]([N:24]3[CH2:29][CH2:28][S:27][CH2:26][CH2:25]3)=[CH:20][CH:19]=2)=[N:15][N:14]=1.[OH:30]OS([O-])=O.[K+].S(=O)(O)[O-].[Na+].C(=O)([O-])[O-].[Na+].[Na+]. The catalyst is CO.O. The product is [CH3:1][C:2]1[O:6][N:5]=[C:4]([C:7]2[CH:12]=[CH:11][CH:10]=[CH:9][CH:8]=2)[C:3]=1[C:13]1[O:17][C:16]([C:18]2[CH:23]=[CH:22][C:21]([N:24]3[CH2:29][CH2:28][S:27](=[O:30])[CH2:26][CH2:25]3)=[CH:20][CH:19]=2)=[N:15][N:14]=1. The yield is 0.200. (2) The reactants are [CH3:1][C:2]1[N:7]=[C:6]2[S:8][C:9]3[CH2:13][CH2:12][CH2:11][C:10]=3[C:5]2=[C:4]([C:14]2[CH:19]=[CH:18][C:17]([CH3:20])=[CH:16][CH:15]=2)[C:3]=1[CH2:21][C:22]([O:24][CH3:25])=[O:23].[Li+].C[Si]([N-][Si](C)(C)C)(C)C.C1[CH2:40][O:39][CH2:38]C1.BrCOC. The catalyst is CN(C=O)C. The product is [CH3:1][C:2]1[N:7]=[C:6]2[S:8][C:9]3[CH2:13][CH2:12][CH2:11][C:10]=3[C:5]2=[C:4]([C:14]2[CH:19]=[CH:18][C:17]([CH3:20])=[CH:16][CH:15]=2)[C:3]=1[CH:21]([CH2:38][O:39][CH3:40])[C:22]([O:24][CH3:25])=[O:23]. The yield is 0.770.